Dataset: Forward reaction prediction with 1.9M reactions from USPTO patents (1976-2016). Task: Predict the product of the given reaction. (1) Given the reactants [CH3:1][C:2]1[O:6][N:5]=[C:4]([NH:7][S:8]([C:11]2[CH:12]=[CH:13][C:14]([NH2:17])=[CH:15][CH:16]=2)(=[O:10])=[O:9])[CH:3]=1.[CH2:18]([OH:29])[C@H:19]1[O:25][C:23](=[O:24])[C@H:22]([OH:26])[C@@H:21]([OH:27])[C@@H:20]1[OH:28].C([N:32](CC)CC)C, predict the reaction product. The product is: [CH3:1][C:2]1[O:6][N:5]=[C:4]([NH:7][S:8]([C:11]2[CH:16]=[CH:15][C:14]([NH2:17])=[CH:13][CH:12]=2)(=[O:10])=[O:9])[CH:3]=1.[O:24]=[C:23]([NH2:32])[C@@H:22]([C@H:21]([C@@H:20]([C@@H:19]([CH2:18][OH:29])[OH:25])[OH:28])[OH:27])[OH:26]. (2) Given the reactants [O:1]1[CH2:5][CH2:4][CH2:3][CH:2]1S(N)=O.Cl.[CH:10]1[CH:11]=[CH:12][C:13]2N(O)N=N[C:14]=2[CH:15]=1.C(N(CC)CC)C.C(Cl)C[Cl:29], predict the reaction product. The product is: [Cl:29][C:14]1[CH:13]=[CH:12][C:11]([CH:2]2[CH2:3][CH2:4][CH2:5][O:1]2)=[CH:10][CH:15]=1. (3) Given the reactants [CH3:1][C:2]1[O:6][C:5]([C:7]2[CH:12]=[CH:11][CH:10]=[CH:9][CH:8]=2)=[N:4][C:3]=1[CH2:13][O:14][C:15]1[CH:23]=[CH:22][C:18]([CH2:19][O:20][NH2:21])=[CH:17][CH:16]=1.[Cl:24][C:25]1[CH:30]=[CH:29][C:28]([C:31](=O)[CH2:32][CH2:33][CH2:34][CH2:35][CH2:36][CH2:37][C:38]([OH:40])=[O:39])=[CH:27][CH:26]=1.[C:42](O)(=O)C.C([O-])(=O)C.[Na+], predict the reaction product. The product is: [Cl:24][C:25]1[CH:30]=[CH:29][C:28](/[C:31](=[N:21]/[O:20][CH2:19][C:18]2[CH:17]=[CH:16][C:15]([O:14][CH2:13][C:3]3[N:4]=[C:5]([C:7]4[CH:8]=[CH:9][CH:10]=[CH:11][CH:12]=4)[O:6][C:2]=3[CH3:1])=[CH:23][CH:22]=2)/[CH2:32][CH2:33][CH2:34][CH2:35][CH2:36][CH2:37][C:38]([O:40][CH3:42])=[O:39])=[CH:27][CH:26]=1. (4) Given the reactants [Cl:1][C:2]1[CH:3]=[C:4]([NH:8]/[C:9](/SC)=[N:10]/[C:11]#[N:12])[CH:5]=[CH:6][CH:7]=1.C(O)C.[NH2:18][NH2:19].CO, predict the reaction product. The product is: [Cl:1][C:2]1[CH:3]=[C:4]([NH:8][C:9]2[N:10]=[C:11]([NH2:12])[NH:19][N:18]=2)[CH:5]=[CH:6][CH:7]=1.